Dataset: Catalyst prediction with 721,799 reactions and 888 catalyst types from USPTO. Task: Predict which catalyst facilitates the given reaction. (1) Reactant: C([O-])([O-])=O.[Cs+].[Cs+].CS([O:11][CH2:12][CH:13]1[CH2:18][CH2:17][O:16][CH2:15][CH2:14]1)(=O)=O.[OH:19][C@@H:20]([C:31]1[CH:36]=[CH:35][CH:34]=[C:33](O)[CH:32]=1)[CH2:21][CH2:22][NH:23][C:24](=[O:30])[O:25][C:26]([CH3:29])([CH3:28])[CH3:27].[NH4+].[Cl-]. Product: [OH:19][C@@H:20]([C:31]1[CH:32]=[CH:33][CH:34]=[C:35]([O:11][CH2:12][CH:13]2[CH2:18][CH2:17][O:16][CH2:15][CH2:14]2)[CH:36]=1)[CH2:21][CH2:22][NH:23][C:24](=[O:30])[O:25][C:26]([CH3:29])([CH3:28])[CH3:27]. The catalyst class is: 3. (2) Reactant: [NH2:1][C:2]1[CH:34]=[C:5]2[N:6]=[C:7]([CH3:33])[C:8]([C@H:22]([O:28][C:29]([CH3:32])([CH3:31])[CH3:30])[C:23]([O:25]CC)=[O:24])=[C:9]([C:10]3[C:11]([CH3:21])=[C:12]4[C:17](=[C:18]([F:20])[CH:19]=3)[O:16][CH2:15][CH2:14][CH2:13]4)[N:4]2[N:3]=1.[OH-].[Na+]. Product: [NH2:1][C:2]1[CH:34]=[C:5]2[N:6]=[C:7]([CH3:33])[C:8]([C@H:22]([O:28][C:29]([CH3:30])([CH3:31])[CH3:32])[C:23]([OH:25])=[O:24])=[C:9]([C:10]3[C:11]([CH3:21])=[C:12]4[C:17](=[C:18]([F:20])[CH:19]=3)[O:16][CH2:15][CH2:14][CH2:13]4)[N:4]2[N:3]=1. The catalyst class is: 14. (3) The catalyst class is: 1. Product: [Br:18][C:7]1[C:6]([CH3:9])=[CH:5][C:4]([OH:10])=[C:3]([O:2][CH3:1])[CH:8]=1. Reactant: [CH3:1][O:2][C:3]1[CH:8]=[CH:7][C:6]([CH3:9])=[CH:5][C:4]=1[OH:10].C1C(=O)N([Br:18])C(=O)C1. (4) Reactant: [OH:1][C:2]1[CH:10]=[CH:9][C:8]([C:11]2[N:12]([C:22]([O:24][C:25]([CH3:28])([CH3:27])[CH3:26])=[O:23])[C:13]3[C:18]([CH:19]=2)=[CH:17][C:16]([CH:20]=O)=[CH:15][CH:14]=3)=[C:7]2[C:3]=1[CH2:4][NH:5][C:6]2=[O:29].[OH:30][CH2:31][CH2:32][N:33]1[CH2:38][CH2:37][NH:36][CH2:35][CH2:34]1.C(O)(=O)C.C(O[BH-](OC(=O)C)OC(=O)C)(=O)C.[Na+].Cl. Product: [OH:1][C:2]1[CH:10]=[CH:9][C:8]([C:11]2[N:12]([C:22]([O:24][C:25]([CH3:27])([CH3:26])[CH3:28])=[O:23])[C:13]3[C:18]([CH:19]=2)=[CH:17][C:16]([CH2:20][N:36]2[CH2:37][CH2:38][N:33]([CH2:32][CH2:31][OH:30])[CH2:34][CH2:35]2)=[CH:15][CH:14]=3)=[C:7]2[C:3]=1[CH2:4][NH:5][C:6]2=[O:29]. The catalyst class is: 10. (5) Reactant: [Si]([O:8][C@@H:9]1[C@@:26]2([CH3:27])[C:13](=[CH:14][CH:15]=[C:16]3[C@@H:25]2[CH2:24][CH2:23][C@@:21]2([CH3:22])[C@H:17]3[CH2:18][CH:19]=[C:20]2[CH2:28][O:29][CH2:30][C:31]([CH2:35][CH3:36])([OH:34])[CH2:32][CH3:33])[CH2:12][C@@H:11]([O:37][Si](C(C)(C)C)(C)C)[CH2:10]1)(C(C)(C)C)(C)C.O1CCCC1.[F-].C([N+](CCCC)(CCCC)CCCC)CCC. Product: [CH2:32]([C:31]([OH:34])([CH2:35][CH3:36])[CH2:30][O:29][CH2:28][C:20]1[C@:21]2([CH2:23][CH2:24][C@H:25]3[C:16](=[CH:15][CH:14]=[C:13]4[C@:26]3([CH3:27])[C@@H:9]([OH:8])[CH2:10][C@H:11]([OH:37])[CH2:12]4)[C@@H:17]2[CH2:18][CH:19]=1)[CH3:22])[CH3:33]. The catalyst class is: 7.